From a dataset of Catalyst prediction with 721,799 reactions and 888 catalyst types from USPTO. Predict which catalyst facilitates the given reaction. (1) Reactant: CO[Na].[Na].[F:5][C:6]([F:13])([F:12])[C:7]([O:9]CC)=O.[C:14]1([CH3:23])[CH:19]=[CH:18][C:17]([C:20](=[O:22])[CH3:21])=[CH:16][CH:15]=1. Product: [F:13][C:6]([F:5])([F:12])[C:7](=[O:9])[CH2:21][C:20]([C:17]1[CH:18]=[CH:19][C:14]([CH3:23])=[CH:15][CH:16]=1)=[O:22]. The catalyst class is: 5. (2) Reactant: [CH3:1][C:2]1[CH:3]=[CH:4][CH:5]=[C:6]2[C:10]=1[N:9]([CH2:11][CH2:12]OS(C)(=O)=O)[CH:8]=[CH:7]2.[NH:18]1[CH:22]=[CH:21][N:20]=[CH:19]1.[Na]. The catalyst class is: 3. Product: [N:18]1([CH2:12][CH2:11][N:9]2[C:10]3[C:6](=[CH:5][CH:4]=[CH:3][C:2]=3[CH3:1])[CH:7]=[CH:8]2)[CH:22]=[CH:21][N:20]=[CH:19]1. (3) Reactant: [CH2:1]([O:4][C:5]1[CH:6]=[C:7]([OH:12])[CH:8]=[C:9]([OH:11])[CH:10]=1)[CH2:2][CH3:3].[C:13]([O:17][C:18](=[O:27])[NH:19][CH2:20][CH2:21][CH2:22][CH2:23][CH2:24][CH2:25]Br)([CH3:16])([CH3:15])[CH3:14].C(=O)([O-])[O-].[K+].[K+].Cl. Product: [OH:11][C:9]1[CH:8]=[C:7]([CH:6]=[C:5]([O:4][CH2:1][CH2:2][CH3:3])[CH:10]=1)[O:12][CH2:25][CH2:24][CH2:23][CH2:22][CH2:21][CH2:20][NH:19][C:18](=[O:27])[O:17][C:13]([CH3:16])([CH3:15])[CH3:14]. The catalyst class is: 31. (4) Reactant: [O:1]1[CH2:5][CH2:4][O:3][CH:2]1[CH2:6][NH:7][C:8]1[CH:13]=[C:12]([O:14][CH3:15])[CH:11]=[CH:10][C:9]=1[N+:16]([O-])=O. Product: [O:1]1[CH2:5][CH2:4][O:3][CH:2]1[CH2:6][NH:7][C:8]1[CH:13]=[C:12]([O:14][CH3:15])[CH:11]=[CH:10][C:9]=1[NH2:16]. The catalyst class is: 349. (5) Reactant: Cl.CN(C)CCCN=C=NCC.[C:13]([CH2:16][CH2:17][CH2:18][O:19][C:20]1[CH:29]=[C:28]2[C:23]([C:24]([NH:30][C:31]3[CH:36]=[CH:35][C:34]([Cl:37])=[CH:33][C:32]=3[F:38])=[N:25][CH:26]=[N:27]2)=[CH:22][C:21]=1[O:39][CH3:40])(O)=[O:14].[NH:41]1[CH2:46][CH2:45][O:44][CH2:43][CH2:42]1. Product: [Cl:37][C:34]1[CH:35]=[CH:36][C:31]([NH:30][C:24]2[C:23]3[C:28](=[CH:29][C:20]([O:19][CH2:18][CH2:17][CH2:16][C:13]([N:41]4[CH2:46][CH2:45][O:44][CH2:43][CH2:42]4)=[O:14])=[C:21]([O:39][CH3:40])[CH:22]=3)[N:27]=[CH:26][N:25]=2)=[C:32]([F:38])[CH:33]=1. The catalyst class is: 456. (6) Reactant: [CH:1]1([C:4]2[CH:8]=[C:7]([N:9]3[CH2:46][CH2:45][C:12]4[N:13]=[C:14]([C:24]5[C:32]([CH3:33])=[CH:31][CH:30]=[C:29]6[C:25]=5[C:26]([CH3:44])=[N:27][N:28]6[S:34]([C:37]5[CH:43]=[CH:42][C:40]([CH3:41])=[CH:39][CH:38]=5)(=[O:36])=[O:35])[N:15]=[C:16]([N:17]5[CH2:22][CH2:21][O:20][CH2:19][C@H:18]5[CH3:23])[C:11]=4[CH2:10]3)[N:6]([CH2:47][CH3:48])[N:5]=2)[CH2:3][CH2:2]1.C1C(=O)N([Cl:56])C(=O)C1. Product: [Cl:56][C:8]1[C:4]([CH:1]2[CH2:3][CH2:2]2)=[N:5][N:6]([CH2:47][CH3:48])[C:7]=1[N:9]1[CH2:46][CH2:45][C:12]2[N:13]=[C:14]([C:24]3[C:32]([CH3:33])=[CH:31][CH:30]=[C:29]4[C:25]=3[C:26]([CH3:44])=[N:27][N:28]4[S:34]([C:37]3[CH:38]=[CH:39][C:40]([CH3:41])=[CH:42][CH:43]=3)(=[O:35])=[O:36])[N:15]=[C:16]([N:17]3[CH2:22][CH2:21][O:20][CH2:19][C@H:18]3[CH3:23])[C:11]=2[CH2:10]1. The catalyst class is: 2. (7) Reactant: [OH:1][CH2:2][CH2:3][N:4]([CH2:17][C:18]([F:21])([F:20])[F:19])[C:5]1[CH:12]=[CH:11][C:8]([C:9]#[N:10])=[C:7]([C:13]([F:16])([F:15])[F:14])[CH:6]=1.O[C:23]1[CH:24]=[N:25][CH:26]=[CH:27][CH:28]=1. Product: [N:25]1[CH:26]=[CH:27][CH:28]=[C:23]([O:1][CH2:2][CH2:3][N:4]([CH2:17][C:18]([F:19])([F:20])[F:21])[C:5]2[CH:12]=[CH:11][C:8]([C:9]#[N:10])=[C:7]([C:13]([F:15])([F:16])[F:14])[CH:6]=2)[CH:24]=1. The catalyst class is: 57. (8) Reactant: [NH2:1][C:2]1[S:6][N:5]=[C:4](/[C:7](=[N:37]/[O:38][C:39]([C:42]([OH:44])=[O:43])([CH3:41])[CH3:40])/[C:8]([NH:10][C@@H:11]2[C:35](=[O:36])[N:13]3[C:14]([C:32]([O-:34])=[O:33])=[C:15]([CH2:18][N+:19]4[N:20]([CH3:31])[C:21]([NH:28]C=O)=[C:22]([CH2:24][NH:25]C=O)[CH:23]=4)[CH2:16][S:17][C@H:12]23)=[O:9])[N:3]=1.Cl.C(=O)([O-])O.[Na+]. Product: [NH2:1][C:2]1[S:6][N:5]=[C:4](/[C:7](=[N:37]/[O:38][C:39]([C:42]([OH:44])=[O:43])([CH3:41])[CH3:40])/[C:8]([NH:10][C@@H:11]2[C:35](=[O:36])[N:13]3[C:14]([C:32]([O-:34])=[O:33])=[C:15]([CH2:18][N+:19]4[N:20]([CH3:31])[C:21]([NH2:28])=[C:22]([CH2:24][NH2:25])[CH:23]=4)[CH2:16][S:17][C@H:12]23)=[O:9])[N:3]=1. The catalyst class is: 5. (9) Reactant: [ClH:1].C(OC(=O)[NH:8][CH2:9][CH:10]1[O:14][C:13](=[O:15])[N:12]([C:16]2[CH:21]=[CH:20][C:19]([N:22]3[CH:27]=[CH:26][C:25](=[O:28])[CH2:24][CH2:23]3)=[C:18]([F:29])[CH:17]=2)[CH2:11]1)(C)(C)C. Product: [ClH:1].[NH2:8][CH2:9][CH:10]1[O:14][C:13](=[O:15])[N:12]([C:16]2[CH:21]=[CH:20][C:19]([N:22]3[CH:23]=[CH:24][C:25](=[O:28])[CH2:26][CH2:27]3)=[C:18]([F:29])[CH:17]=2)[CH2:11]1. The catalyst class is: 12. (10) Reactant: C(=O)([O-])[O-].[Cs+].[Cs+].Br[CH2:8][C:9]1[CH:14]=[CH:13][CH:12]=[CH:11][C:10]=1[Cl:15].[N:16]1([C:22]2[N:23]=[C:24]3[NH:32][C@H:31]([C:33]([F:36])([F:35])[F:34])[CH2:30][CH2:29][N:25]3[C:26](=[O:28])[CH:27]=2)[CH2:21][CH2:20][O:19][CH2:18][CH2:17]1.O. Product: [Cl:15][C:10]1[CH:11]=[CH:12][CH:13]=[CH:14][C:9]=1[CH2:8][N:32]1[C:24]2=[N:23][C:22]([N:16]3[CH2:21][CH2:20][O:19][CH2:18][CH2:17]3)=[CH:27][C:26](=[O:28])[N:25]2[CH2:29][CH2:30][C@H:31]1[C:33]([F:34])([F:35])[F:36]. The catalyst class is: 9.